From a dataset of Full USPTO retrosynthesis dataset with 1.9M reactions from patents (1976-2016). Predict the reactants needed to synthesize the given product. (1) Given the product [NH2:14][C@@H:10]([CH:11]([CH3:13])[CH3:12])[C:9]([NH:8][CH2:7][C:6]1[CH:5]=[CH:4][C:3]([O:2][CH3:1])=[CH:24][CH:23]=1)=[O:22], predict the reactants needed to synthesize it. The reactants are: [CH3:1][O:2][C:3]1[CH:24]=[CH:23][C:6]([CH2:7][NH:8][C:9](=[O:22])[C@@H:10]([NH:14]C(=O)OC(C)(C)C)[CH:11]([CH3:13])[CH3:12])=[CH:5][CH:4]=1.FC(F)(F)C(O)=O. (2) Given the product [Cl:14][C:15]1[N:16]=[C:17]([N:4]2[CH2:5][CH2:6][N:1]([C:7]([O:9][C:10]([CH3:13])([CH3:12])[CH3:11])=[O:8])[CH2:2][CH2:3]2)[CH:18]=[N:19][CH:20]=1, predict the reactants needed to synthesize it. The reactants are: [N:1]1([C:7]([O:9][C:10]([CH3:13])([CH3:12])[CH3:11])=[O:8])[CH2:6][CH2:5][NH:4][CH2:3][CH2:2]1.[Cl:14][C:15]1[CH:20]=[N:19][CH:18]=[C:17](Cl)[N:16]=1.C([O-])([O-])=O.[K+].[K+].CCOCC. (3) Given the product [NH2:29][CH2:28][CH2:27][O:26][C:25]1[C:18]2[C:19](=[N:20][CH:21]=[N:22][C:17]=2[NH:16][C:4]2[CH:5]=[CH:6][C:7]([O:8][CH2:9][C:10]3[CH:15]=[CH:14][CH:13]=[CH:12][N:11]=3)=[C:2]([Cl:1])[CH:3]=2)[NH:23][N:24]=1, predict the reactants needed to synthesize it. The reactants are: [Cl:1][C:2]1[CH:3]=[C:4]([NH:16][C:17]2[N:22]=[CH:21][N:20]=[C:19]3[NH:23][N:24]=[C:25]([O:26][CH2:27][CH2:28][N:29]4C(=O)C5C(=CC=CC=5)C4=O)[C:18]=23)[CH:5]=[CH:6][C:7]=1[O:8][CH2:9][C:10]1[CH:15]=[CH:14][CH:13]=[CH:12][N:11]=1.O.NN. (4) The reactants are: [N:1]1[C:10]2[C:5](=[CH:6][CH:7]=[CH:8][CH:9]=2)[CH:4]=[CH:3][C:2]=1[C:11]([OH:13])=[O:12]. Given the product [NH:1]1[C:10]2[C:5](=[CH:6][CH:7]=[CH:8][CH:9]=2)[CH2:4][CH2:3][CH:2]1[C:11]([OH:13])=[O:12], predict the reactants needed to synthesize it. (5) The reactants are: FC(F)(F)C(O)=O.C(O[C:13]([N:15]1[CH2:19][CH2:18][CH2:17][C@H:16]1[CH2:20][NH:21][CH2:22][C:23]1[O:24][C:25]2[CH:31]=[CH:30][CH:29]=[CH:28][C:26]=2[CH:27]=1)=O)(C)(C)C.C(N(CC)CC)C.[CH3:39][O:40][C:41]1[C:46]2[O:47][C:48]([CH3:51])([CH3:50])[O:49][C:45]=2[CH:44]=[C:43]([C:52](Cl)=[O:53])[CH:42]=1.[C:55]1(=O)[CH2:58]C[CH2:56]1.C(O[BH-](OC(=O)C)OC(=O)C)(=O)C.[Na+]. Given the product [O:24]1[C:25]2[CH:31]=[CH:30][CH:29]=[CH:28][C:26]=2[CH:27]=[C:23]1[CH2:22][N:21]([CH2:20][C@@H:16]1[CH2:17][CH2:18][CH2:19][N:15]1[CH:13]1[CH2:58][CH2:55][CH2:56]1)[C:52]([C:43]1[CH:42]=[C:41]([O:40][CH3:39])[C:46]2[O:47][C:48]([CH3:51])([CH3:50])[O:49][C:45]=2[CH:44]=1)=[O:53], predict the reactants needed to synthesize it. (6) Given the product [C:1]([O:5][C:6]([N:8]1[CH2:13][CH2:12][N:11]([C:14]2[C:15]3[C:22]([C:40]4[S:39][CH:43]=[CH:42][CH:41]=4)=[CH:21][N:20]([S:24]([C:27]4[CH:32]=[CH:31][CH:30]=[CH:29][CH:28]=4)(=[O:26])=[O:25])[C:16]=3[N:17]=[CH:18][N:19]=2)[CH2:10][CH2:9]1)=[O:7])([CH3:4])([CH3:3])[CH3:2], predict the reactants needed to synthesize it. The reactants are: [C:1]([O:5][C:6]([N:8]1[CH2:13][CH2:12][N:11]([C:14]2[C:15]3[C:22](Br)=[CH:21][N:20]([S:24]([C:27]4[CH:32]=[CH:31][CH:30]=[CH:29][CH:28]=4)(=[O:26])=[O:25])[C:16]=3[N:17]=[CH:18][N:19]=2)[CH2:10][CH2:9]1)=[O:7])([CH3:4])([CH3:3])[CH3:2].C([O-])([O-])=O.[Na+].[Na+].[S:39]1[CH:43]=[CH:42][CH:41]=[C:40]1B(O)O.